From a dataset of HIV replication inhibition screening data with 41,000+ compounds from the AIDS Antiviral Screen. Binary Classification. Given a drug SMILES string, predict its activity (active/inactive) in a high-throughput screening assay against a specified biological target. (1) The drug is c1ccc2[nH]c(CSc3nc4ccccc4[nH]3)nc2c1. The result is 0 (inactive). (2) The drug is c1ccc2c(c1)oc1cc3c(cc12)-n1nnnc1-c1cccn1-3. The result is 0 (inactive). (3) The drug is CC(=NNC(=S)N1CCN(c2ccccn2)CC1)c1cccc2cccnc12. The result is 0 (inactive). (4) The compound is CCOC(=O)C(=Cc1ccc([N+](=O)[O-])cc1)C(=O)c1ccccc1. The result is 0 (inactive). (5) The drug is O=C(Cc1ccc(OCc2cccc(Cl)c2)cc1)NO. The result is 0 (inactive). (6) The compound is C#[N+]CCOP(=O)(OCC1OC(n2cc(C)c(=O)[nH]c2=O)CC1N=[N+]=[N-])OC1CCC2(C)C(=CCC3C2CCC2(C)C(C(C)CCCC(C)C)CCC32)C1. The result is 1 (active). (7) The compound is Cc1cn(C2CC(O)C(CNC(=O)NO)O2)c(=O)[nH]c1=O. The result is 0 (inactive). (8) The drug is COC(=O)C1CN(C(C)=O)C(=O)N1C(=O)OCc1ccccc1. The result is 0 (inactive). (9) The drug is COC(=O)c1c(COC(=O)NC(C)C)c2n(c1C)CS(=O)(=O)C2. The result is 0 (inactive).